From a dataset of Catalyst prediction with 721,799 reactions and 888 catalyst types from USPTO. Predict which catalyst facilitates the given reaction. Reactant: Br[C:2]1[CH:24]=[C:23]([F:25])[CH:22]=[CH:21][C:3]=1[O:4][CH2:5][C:6]([N:8]([CH:18]([CH3:20])[CH3:19])[NH:9][C:10](=[O:17])[C:11]1[CH:16]=[CH:15][CH:14]=[CH:13][CH:12]=1)=[O:7].C([O-])([O-])=O.[Na+].[Na+]. Product: [F:25][C:23]1[CH:22]=[CH:21][C:3]([O:4][CH2:5][C:6]([N:8]([CH:18]([CH3:20])[CH3:19])[NH:9][C:10](=[O:17])[C:11]2[CH:16]=[CH:15][CH:14]=[CH:13][CH:12]=2)=[O:7])=[C:2]([C:21]2[CH:3]=[CH:2][CH:24]=[C:23]([F:25])[CH:22]=2)[CH:24]=1. The catalyst class is: 57.